From a dataset of Full USPTO retrosynthesis dataset with 1.9M reactions from patents (1976-2016). Predict the reactants needed to synthesize the given product. (1) Given the product [CH3:18][C:13]1[CH:14]=[CH:15][CH:16]=[CH:17][C:12]=1[C:7]1[CH:8]=[C:9]2[C:4](=[CH:5][CH:6]=1)[N:3]=[C:2]([NH:19][CH2:20][CH2:21][C:22]1[CH:23]=[N:24][CH:25]=[CH:26][CH:27]=1)[N:11]=[CH:10]2, predict the reactants needed to synthesize it. The reactants are: I[C:2]1[N:11]=[CH:10][C:9]2[C:4](=[CH:5][CH:6]=[C:7]([C:12]3[CH:17]=[CH:16][CH:15]=[CH:14][C:13]=3[CH3:18])[CH:8]=2)[N:3]=1.[NH2:19][CH2:20][CH2:21][C:22]1[CH:23]=[N:24][CH:25]=[CH:26][CH:27]=1. (2) Given the product [O:28]1[C:27]2[CH:32]=[CH:33][C:24]([CH2:23][N:21]([CH3:22])[CH:18]3[CH2:17][CH2:16][NH:15][CH2:20][CH2:19]3)=[CH:25][C:26]=2[O:31][CH2:30][CH2:29]1, predict the reactants needed to synthesize it. The reactants are: FC(F)(F)C(O)=O.C(OC([N:15]1[CH2:20][CH2:19][CH:18]([N:21]([CH2:23][C:24]2[CH:33]=[CH:32][C:27]3[O:28][CH2:29][CH2:30][O:31][C:26]=3[CH:25]=2)[CH3:22])[CH2:17][CH2:16]1)=O)(C)(C)C. (3) Given the product [CH:7]([PH:10]([C:23]1[CH:28]=[CH:27][CH:26]=[CH:25][CH:24]=1)([C:11]1[CH:12]=[CH:13][CH:14]=[CH:15][CH:16]=1)[C:17]1[CH:22]=[CH:21][CH:20]=[CH:19][CH:18]=1)([CH3:9])[CH3:8].[CH3:56][C:32]1([CH3:57])[C:31](=[O:30])[CH2:53][CH2:52][C@@:51]2([CH3:54])[C@H:33]1[CH2:34][CH2:35][C:36]1[C:37]3[C@:47]([CH3:55])([CH2:48][CH2:49][C:50]=12)[C@@H:40]([C@H:41]([CH3:46])[CH2:42][CH2:43][CH:44]=[C:3]([CH3:4])[CH3:2])[CH2:39][CH:38]=3, predict the reactants needed to synthesize it. The reactants are: [Li][CH2:2][CH2:3][CH2:4]C.[Br-].[CH:7]([P+:10]([C:23]1[CH:28]=[CH:27][CH:26]=[CH:25][CH:24]=1)([C:17]1[CH:22]=[CH:21][CH:20]=[CH:19][CH:18]=1)[C:11]1[CH:16]=[CH:15][CH:14]=[CH:13][CH:12]=1)([CH3:9])[CH3:8].[PH5].[O:30]=[C:31]1[CH2:53][CH2:52][C@@:51]2([CH3:54])[C@@H:33]([CH2:34][CH2:35][C:36]3[C:37]4[C@:47]([CH3:55])([CH2:48][CH2:49][C:50]=32)[C@@H:40]([C@H:41]([CH3:46])[CH2:42][CH2:43][CH:44]=O)[CH2:39][CH:38]=4)[C:32]1([CH3:57])[CH3:56].[Cl-].[NH4+]. (4) Given the product [Br:12][C:13]1[CH:18]=[CH:17][C:16]([S:19]([NH:1][CH2:2][CH2:3][OH:4])(=[O:20])=[O:21])=[C:15]([F:23])[CH:14]=1, predict the reactants needed to synthesize it. The reactants are: [NH2:1][CH2:2][CH2:3][OH:4].C(N(CC)CC)C.[Br:12][C:13]1[CH:18]=[CH:17][C:16]([S:19](Cl)(=[O:21])=[O:20])=[C:15]([F:23])[CH:14]=1. (5) The reactants are: Cl[C:2]1[CH:7]=[CH:6][C:5]([N+:8]([O-:10])=[O:9])=[C:4]([NH:11][CH3:12])[CH:3]=1.[Li+].[Cl-].CCN(C(C)C)C(C)C.[C:24]([O:28][CH2:29][CH2:30][CH2:31][CH3:32])(=[O:27])[CH:25]=[CH2:26].CN1C=CN=C1. Given the product [CH3:12][NH:11][C:4]1[CH:3]=[C:2]([CH:7]=[CH:6][C:5]=1[N+:8]([O-:10])=[O:9])[CH:26]=[CH:25][C:24]([O:28][CH2:29][CH2:30][CH2:31][CH3:32])=[O:27], predict the reactants needed to synthesize it. (6) Given the product [CH:12]1[C:11](/[CH:10]=[CH:9]/[C:1]2[CH:8]=[C:6]([O:7][C@@H:19]3[O:25][C@H:24]([CH2:22][OH:23])[C@@H:26]([OH:27])[C@H:28]([OH:29])[C@H:20]3[OH:21])[CH:5]=[C:3]([OH:4])[CH:2]=2)=[CH:17][CH:16]=[C:14]([OH:15])[CH:13]=1.[C:1]1([CH:9]=[CH:10][C:11]2[CH:17]=[CH:16][C:14]([OH:15])=[CH:13][CH:12]=2)[CH:8]=[C:6]([OH:7])[CH:5]=[C:3]([OH:4])[CH:2]=1, predict the reactants needed to synthesize it. The reactants are: [C:1]1([CH:9]=[CH:10][C:11]2[CH:17]=[CH:16][C:14]([OH:15])=[CH:13][CH:12]=2)[CH:8]=[C:6]([OH:7])[CH:5]=[C:3]([OH:4])[CH:2]=1.O=[C:19]1[O:25][C@H:24]([C@H:26]([CH2:28][OH:29])[OH:27])[C:22]([OH:23])=[C:20]1[OH:21]. (7) Given the product [CH3:1][C:2]1[C:38]([C:39]([F:42])([F:40])[F:41])=[CH:37][CH:36]=[CH:35][C:3]=1[CH2:4][N:5]1[C:10](=[O:11])[C:9]([C:12]([NH:14][C@H:15]([C:17]([OH:19])=[O:18])[CH3:16])=[O:13])=[CH:8][N:7]([C:21]2[CH:22]=[C:23]3[C:27](=[CH:28][CH:29]=2)[N:26]([CH3:30])[C:25](=[O:31])[C:24]3([CH3:33])[CH3:32])[C:6]1=[O:34], predict the reactants needed to synthesize it. The reactants are: [CH3:1][C:2]1[C:38]([C:39]([F:42])([F:41])[F:40])=[CH:37][CH:36]=[CH:35][C:3]=1[CH2:4][N:5]1[C:10](=[O:11])[C:9]([C:12]([NH:14][C@H:15]([C:17]([O:19]C)=[O:18])[CH3:16])=[O:13])=[CH:8][N:7]([C:21]2[CH:22]=[C:23]3[C:27](=[CH:28][CH:29]=2)[N:26]([CH3:30])[C:25](=[O:31])[C:24]3([CH3:33])[CH3:32])[C:6]1=[O:34].Cl.